This data is from Reaction yield outcomes from USPTO patents with 853,638 reactions. The task is: Predict the reaction yield, written as a fraction of the theoretical maximum amount of product (1.0 means a 100% yield; for example, 0.34 means a 34% yield). The reactants are [F:1][C:2]1[CH:3]=[CH:4][C:5]([C:8]([OH:10])=O)=[N:6][CH:7]=1.C(Cl)(=O)C([Cl:14])=O.CN(C)C=O.C1(C)C=CC=CC=1. The catalyst is ClCCl. The product is [F:1][C:2]1[CH:3]=[CH:4][C:5]([C:8]([Cl:14])=[O:10])=[N:6][CH:7]=1. The yield is 0.970.